Task: Predict the product of the given reaction.. Dataset: Forward reaction prediction with 1.9M reactions from USPTO patents (1976-2016) (1) Given the reactants [CH3:1][C@@H:2]1[CH2:7][CH2:6][CH2:5][C@H:4]([CH3:8])[N:3]1[C:9](=[O:36])[CH2:10][O:11][C:12]1[CH:21]=[CH:20][C:19]2[C:14](=[CH:15][CH:16]=[C:17]([C:22]3[C:30]4[C:25](=[CH:26][CH:27]=[C:28]([CH:31]=[N:32]OCC)[CH:29]=4)[NH:24][N:23]=3)[CH:18]=2)[CH:13]=1.[NH2:37][NH:38][C:39](=O)[CH2:40][CH:41]([CH3:43])[CH3:42], predict the reaction product. The product is: [CH3:1][C@@H:2]1[CH2:7][CH2:6][CH2:5][C@H:4]([CH3:8])[N:3]1[C:9](=[O:36])[CH2:10][O:11][C:12]1[CH:21]=[CH:20][C:19]2[C:14](=[CH:15][CH:16]=[C:17]([C:22]3[C:30]4[C:25](=[CH:26][CH:27]=[C:28]([C:31]5[NH:37][N:38]=[C:39]([CH2:40][CH:41]([CH3:43])[CH3:42])[N:32]=5)[CH:29]=4)[NH:24][N:23]=3)[CH:18]=2)[CH:13]=1. (2) Given the reactants [N+]([O-])([O-])=[O:2].[Ce+3:5].[N+]([O-])([O-])=[O:7].[N+]([O-])([O-])=[O:11].N[C:15](N)=[O:16].[OH2:18], predict the reaction product. The product is: [C:15](=[O:16])([O-:11])[O-:18].[Ce+3:5].[C:15](=[O:16])([O-:7])[O-:18].[C:15](=[O:16])([O-:2])[O-:18].[Ce+3:5]. (3) Given the reactants [CH2:1]([N:8]1[CH2:17][C:16]([CH3:19])([CH3:18])[C:15]2[NH:14][C:13](=O)[CH:12]=[CH:11][C:10]=2[CH2:9]1)[C:2]1[CH:7]=[CH:6][CH:5]=[CH:4][CH:3]=1.P(Cl)(Cl)([Cl:23])=O.CN(C=O)C, predict the reaction product. The product is: [CH2:1]([N:8]1[CH2:17][C:16]([CH3:19])([CH3:18])[C:15]2[N:14]=[C:13]([Cl:23])[CH:12]=[CH:11][C:10]=2[CH2:9]1)[C:2]1[CH:7]=[CH:6][CH:5]=[CH:4][CH:3]=1. (4) Given the reactants [F:1][C:2]1[CH:3]=[CH:4][C:5]2[N:6]([C:8]([C:11]3[N:16]=[C:15]([NH:17][C@@H:18]4[CH2:23][CH2:22][CH2:21][N:20](C(OC(C)(C)C)=O)[CH2:19]4)[CH:14]=[C:13]([NH:31][CH2:32][CH2:33][N:34]4[CH2:39][CH2:38][O:37][CH2:36][CH2:35]4)[N:12]=3)=[CH:9][N:10]=2)[CH:7]=1.FC(F)(F)C(O)=O, predict the reaction product. The product is: [F:1][C:2]1[CH:3]=[CH:4][C:5]2[N:6]([C:8]([C:11]3[N:12]=[C:13]([NH:31][CH2:32][CH2:33][N:34]4[CH2:39][CH2:38][O:37][CH2:36][CH2:35]4)[CH:14]=[C:15]([NH:17][C@@H:18]4[CH2:23][CH2:22][CH2:21][NH:20][CH2:19]4)[N:16]=3)=[CH:9][N:10]=2)[CH:7]=1.